Dataset: Forward reaction prediction with 1.9M reactions from USPTO patents (1976-2016). Task: Predict the product of the given reaction. (1) Given the reactants O[C:2]1([CH:15]=[CH2:16])[CH2:7][CH2:6][N:5]([C:8]([O:10][C:11]([CH3:14])([CH3:13])[CH3:12])=[O:9])[CH2:4][CH2:3]1.S(Cl)([Cl:19])=O, predict the reaction product. The product is: [Cl:19][CH2:16][CH:15]=[C:2]1[CH2:7][CH2:6][N:5]([C:8]([O:10][C:11]([CH3:14])([CH3:13])[CH3:12])=[O:9])[CH2:4][CH2:3]1. (2) Given the reactants Br[C:2]1[CH:14]=[CH:13][CH:12]=[CH:11][C:3]=1[C:4]([O:6][C:7]([CH3:10])([CH3:9])[CH3:8])=[O:5].B(O)(O)[C:16]1[CH:17]=[CH:18][C:19]([CH3:22])=[CH:20][CH:21]=1.C(=O)([O-])[O-].[K+].[K+].O1CCOCC1, predict the reaction product. The product is: [CH3:22][C:19]1[CH:20]=[CH:21][C:16]([C:2]2[C:3]([C:4]([O:6][C:7]([CH3:10])([CH3:9])[CH3:8])=[O:5])=[CH:11][CH:12]=[CH:13][CH:14]=2)=[CH:17][CH:18]=1. (3) The product is: [S:9]1[CH:13]=[CH:12][C:11]2[CH:14]=[C:15]([CH:18]3[C:27]4[C:22](=[CH:23][C:24]([O:28][CH3:29])=[CH:25][CH:26]=4)[CH2:21][N:20]([CH3:30])[CH2:19]3)[CH:16]=[CH:17][C:10]1=2. Given the reactants C(O)(=O)/C=C/C(O)=O.[S:9]1[CH:13]=[CH:12][C:11]2[CH:14]=[C:15]([CH:18]3[C:27]4[C:22](=[CH:23][C:24]([O:28][CH3:29])=[CH:25][CH:26]=4)[CH2:21][N:20]([CH3:30])[CH2:19]3)[CH:16]=[CH:17][C:10]1=2.S(O)(C)(=O)=O.[OH-].[Na+], predict the reaction product. (4) Given the reactants [OH:1][C:2]1[C:7](=[O:8])[CH:6]=[CH:5][O:4][C:3]=1[CH3:9].[N+:10]([C:13]1[CH:18]=[CH:17][C:16]([S:19](Cl)(=[O:21])=[O:20])=[CH:15][CH:14]=1)([O-:12])=[O:11], predict the reaction product. The product is: [N+:10]([C:13]1[CH:14]=[CH:15][C:16]([S:19]([O:1][C:2]2[C:7](=[O:8])[CH:6]=[CH:5][O:4][C:3]=2[CH3:9])(=[O:21])=[O:20])=[CH:17][CH:18]=1)([O-:12])=[O:11]. (5) Given the reactants [NH2:1][C@:2]12[CH2:38][CH2:37][C@@H:36]([C:39]([CH3:41])=[CH2:40])[C@@H:3]1[C@@H:4]1[C@@:17]([CH3:20])([CH2:18][CH2:19]2)[C@@:16]2([CH3:21])[C@@H:7]([C@:8]3([CH3:35])[C@@H:13]([CH2:14][CH2:15]2)[C:12]([CH3:23])([CH3:22])[C:11]([C:24]2[CH2:29][CH2:28][CH:27]([C:30]([O:32][CH2:33][CH3:34])=[O:31])[CH2:26][CH:25]=2)=[CH:10][CH2:9]3)[CH2:6][CH2:5]1.Br[CH2:43][CH2:44]Cl.P(=O)(O)(O)O.[K], predict the reaction product. The product is: [N:1]1([C@:2]23[CH2:38][CH2:37][C@@H:36]([C:39]([CH3:41])=[CH2:40])[C@@H:3]2[C@@H:4]2[C@@:17]([CH3:20])([CH2:18][CH2:19]3)[C@@:16]3([CH3:21])[C@@H:7]([C@:8]4([CH3:35])[C@@H:13]([CH2:14][CH2:15]3)[C:12]([CH3:23])([CH3:22])[C:11]([C:24]3[CH2:29][CH2:28][CH:27]([C:30]([O:32][CH2:33][CH3:34])=[O:31])[CH2:26][CH:25]=3)=[CH:10][CH2:9]4)[CH2:6][CH2:5]2)[CH2:44][CH2:43]1.